From a dataset of Acute oral toxicity (LD50) regression data from Zhu et al.. Regression/Classification. Given a drug SMILES string, predict its toxicity properties. Task type varies by dataset: regression for continuous values (e.g., LD50, hERG inhibition percentage) or binary classification for toxic/non-toxic outcomes (e.g., AMES mutagenicity, cardiotoxicity, hepatotoxicity). Dataset: ld50_zhu. (1) The molecule is CCOCCOCCOCCO. The rat oral LD50 is 1.23, given as -log10 of the dose in mol/kg body weight (higher means more acutely toxic). (2) The compound is CCCCCCCCCCF. The rat oral LD50 is 4.51, given as -log10 of the dose in mol/kg body weight (higher means more acutely toxic). (3) The drug is CCOP(=S)(OCC)SCSc1ccc(Cl)cc1. The rat oral LD50 is 4.70, given as -log10 of the dose in mol/kg body weight (higher means more acutely toxic). (4) The molecule is CCOc1ccc([N+](=O)[O-])cc1CNCCCl. The rat oral LD50 is 4.01, given as -log10 of the dose in mol/kg body weight (higher means more acutely toxic).